From a dataset of Catalyst prediction with 721,799 reactions and 888 catalyst types from USPTO. Predict which catalyst facilitates the given reaction. (1) Reactant: [CH3:1][N:2]([CH3:7])[CH2:3][CH2:4][NH:5][CH3:6].F[C:9]1[C:14]([N+:15]([O-:17])=[O:16])=[CH:13][C:12]([NH:18][C:19]2[N:24]=[C:23]([C:25]3[C:33]4[C:28](=[CH:29][CH:30]=[CH:31][CH:32]=4)[N:27]([CH3:34])[CH:26]=3)[CH:22]=[CH:21][N:20]=2)=[C:11]([O:35][CH3:36])[CH:10]=1.ClC1C(C2C3C(=CC=CC=3)N(C)C=2)=NC(NC2C=C([N+]([O-])=O)C(F)=CC=2OC)=NC=1.CCN(C(C)C)C(C)C. The catalyst class is: 836. Product: [CH3:1][N:2]([CH3:7])[CH2:3][CH2:4][N:5]([CH3:6])[C:9]1[C:14]([N+:15]([O-:17])=[O:16])=[CH:13][C:12]([NH:18][C:19]2[N:24]=[C:23]([C:25]3[C:33]4[C:28](=[CH:29][CH:30]=[CH:31][CH:32]=4)[N:27]([CH3:34])[CH:26]=3)[CH:22]=[CH:21][N:20]=2)=[C:11]([O:35][CH3:36])[CH:10]=1. (2) Reactant: Cl.[NH2:2][CH2:3][C:4]1[CH:12]=[CH:11][CH:10]=[C:9]2[C:5]=1[C:6](=[O:22])[N:7]([CH:14]1[CH2:19][CH2:18][C:17](=[O:20])[NH:16][C:15]1=[O:21])[C:8]2=[O:13].C(N(CC)CC)C.[CH3:30][C:31]1[N:32]=[CH:33][O:34][C:35]=1[C:36](Cl)=[O:37]. Product: [O:21]=[C:15]1[CH:14]([N:7]2[C:6](=[O:22])[C:5]3[C:9](=[CH:10][CH:11]=[CH:12][C:4]=3[CH2:3][NH:2][C:36]([C:35]3[O:34][CH:33]=[N:32][C:31]=3[CH3:30])=[O:37])[C:8]2=[O:13])[CH2:19][CH2:18][C:17](=[O:20])[NH:16]1. The catalyst class is: 23.